Dataset: Catalyst prediction with 721,799 reactions and 888 catalyst types from USPTO. Task: Predict which catalyst facilitates the given reaction. (1) Reactant: [O-:1][N+:2]1[C:7]2[CH:8]=[C:9]3[C:13](=[CH:14][C:6]=2[N:5]=[C:4]([CH2:15][CH2:16][CH2:17][OH:18])[N:3]=1)[CH2:12][CH2:11][CH2:10]3.Cl.[CH3:20][N:21]([CH3:28])[CH2:22][CH2:23][CH2:24][C:25](O)=[O:26].C1CCC(N=C=NC2CCCCC2)CC1.CCN(CC)CC. Product: [CH3:20][N:21]([CH3:28])[CH2:22][CH2:23][CH2:24][C:25]([O:18][CH2:17][CH2:16][CH2:15][C:4]1[N:3]=[N+:2]([O-:1])[C:7]2[CH:8]=[C:9]3[C:13]([CH2:12][CH2:11][CH2:10]3)=[CH:14][C:6]=2[N:5]=1)=[O:26]. The catalyst class is: 79. (2) Reactant: [C:1]1([S:11]([NH2:14])(=[O:13])=[O:12])[C:2]([S:7]([NH2:10])(=[O:9])=[O:8])=[CH:3][CH:4]=[CH:5][CH:6]=1.[Br:15][C:16]1[C:25]2[C:20](=[CH:21][CH:22]=[CH:23][CH:24]=2)[C:19]([C:26](O)=[O:27])=[CH:18][CH:17]=1.Cl.C(N=C=NCCCN(C)C)C.O. Product: [Br:15][C:16]1[C:25]2[C:20](=[CH:21][CH:22]=[CH:23][CH:24]=2)[C:19]([C:26]([NH:10][S:7]([C:2]2[CH:3]=[CH:4][CH:5]=[CH:6][C:1]=2[S:11](=[O:13])(=[O:12])[NH2:14])(=[O:9])=[O:8])=[O:27])=[CH:18][CH:17]=1. The catalyst class is: 468. (3) Reactant: Br[C:2](Br)=[CH:3][CH2:4][CH:5]1[CH2:9][CH2:8][CH2:7][N:6]1[C:10]([O:12][C:13]([CH3:16])([CH3:15])[CH3:14])=[O:11].C([Li])CCC. Product: [CH2:4]([CH:5]1[CH2:9][CH2:8][CH2:7][N:6]1[C:10]([O:12][C:13]([CH3:16])([CH3:15])[CH3:14])=[O:11])[C:3]#[CH:2]. The catalyst class is: 7. (4) Reactant: [Cl:1][C:2]1[CH:3]=[C:4]([CH:21]=[CH:22][C:23]=1[Cl:24])[CH2:5][NH:6][C:7]([NH:9][C:10]1[S:11][CH:12]=[C:13]([CH2:15][O:16][CH2:17][CH2:18][S:19][CH3:20])[N:14]=1)=[O:8].ClC1C=CC=C(C(OO)=[O:33])C=1.C(=O)(O)[O-].[Na+]. Product: [Cl:1][C:2]1[CH:3]=[C:4]([CH:21]=[CH:22][C:23]=1[Cl:24])[CH2:5][NH:6][C:7]([NH:9][C:10]1[S:11][CH:12]=[C:13]([CH2:15][O:16][CH2:17][CH2:18][S:19]([CH3:20])=[O:33])[N:14]=1)=[O:8]. The catalyst class is: 22. (5) Reactant: [F:1][C:2]1[CH:10]=[C:6]([C:7]([OH:9])=[O:8])[C:5]([OH:11])=[CH:4][CH:3]=1.S(=O)(=O)(O)O.[CH:17](OC)(OC)OC. Product: [CH3:17][O:8][C:7](=[O:9])[C:6]1[C:5](=[CH:4][CH:3]=[C:2]([F:1])[CH:10]=1)[OH:11]. The catalyst class is: 5. (6) Reactant: Cl[C:2]1[CH:29]=[CH:28][C:5]([C:6]([NH:8][C:9]2[CH:14]=[C:13]([C:15]3[S:16][CH:17]=[CH:18][CH:19]=3)[CH:12]=[CH:11][C:10]=2[NH:20][C:21](=[O:27])[O:22][C:23]([CH3:26])([CH3:25])[CH3:24])=[O:7])=[CH:4][N:3]=1.[CH3:30][N:31]1[CH2:36][CH2:35][NH:34][CH2:33][CH2:32]1. Product: [CH3:30][N:31]1[CH2:36][CH2:35][N:34]([C:2]2[CH:29]=[CH:28][C:5]([C:6]([NH:8][C:9]3[CH:14]=[C:13]([C:15]4[S:16][CH:17]=[CH:18][CH:19]=4)[CH:12]=[CH:11][C:10]=3[NH:20][C:21](=[O:27])[O:22][C:23]([CH3:26])([CH3:24])[CH3:25])=[O:7])=[CH:4][N:3]=2)[CH2:33][CH2:32]1. The catalyst class is: 25. (7) Reactant: [OH-].COC(NS([N+](CC)(CC)CC)(=O)=O)=O.[C:17]([NH:20][NH:21][C:22]([C:24]1[N:29]=[C:28]([N:30]2[CH2:34][CH2:33][CH2:32][CH:31]2[C:35]2[O:39][N:38]=[C:37]([C:40]3[CH:45]=[CH:44][CH:43]=[CH:42][N:41]=3)[CH:36]=2)[N:27]=[C:26]([NH:46][CH:47]2[CH:51]=[C:50]([CH3:52])[NH:49][N:48]2C(=O)C)[CH:25]=1)=O)(=[O:19])[CH3:18]. Product: [CH3:18][C:17]1[O:19][C:22]([C:24]2[N:29]=[C:28]([N:30]3[CH2:34][CH2:33][CH2:32][CH:31]3[C:35]3[O:39][N:38]=[C:37]([C:40]4[CH:45]=[CH:44][CH:43]=[CH:42][N:41]=4)[CH:36]=3)[N:27]=[C:26]([NH:46][C:47]3[CH:51]=[C:50]([CH3:52])[NH:49][N:48]=3)[CH:25]=2)=[N:21][N:20]=1. The catalyst class is: 1. (8) Reactant: [NH2:1][CH2:2][C:3]1[N:8]=[CH:7][C:6]([C:9]2[CH:14]=[CH:13][C:12]([C@H:15]3[O:19]C(C)(C)[N:17]([C:22](=[O:26])[CH:23]([F:25])[F:24])[C@@H:16]3[CH2:27][F:28])=[CH:11][CH:10]=2)=[CH:5][CH:4]=1.C(N(CC)CC)C.[CH2:36]([S:40](Cl)(=[O:42])=[O:41])[CH:37]([CH3:39])[CH3:38].FC(F)(F)C(O)=O. Product: [F:24][CH:23]([F:25])[C:22]([NH:17][C@H:16]([CH2:27][F:28])[C@H:15]([OH:19])[C:12]1[CH:11]=[CH:10][C:9]([C:6]2[CH:7]=[N:8][C:3]([CH2:2][NH:1][S:40]([CH2:36][CH:37]([CH3:39])[CH3:38])(=[O:42])=[O:41])=[CH:4][CH:5]=2)=[CH:14][CH:13]=1)=[O:26]. The catalyst class is: 390. (9) Reactant: [H-].[Na+].[Cl:3][C:4]1[CH:5]=[C:6]([CH2:11][C@@H:12]([OH:18])[C:13]([O:15][CH2:16][CH3:17])=[O:14])[CH:7]=[CH:8][C:9]=1[Cl:10].[O:19]=[C:20]1[N:26]([CH:27]2[CH2:32][CH2:31][N:30]([C:33](Cl)=[O:34])[CH2:29][CH2:28]2)[CH2:25][CH2:24][C:23]2[CH:36]=[CH:37][CH:38]=[CH:39][C:22]=2[NH:21]1. Product: [O:19]=[C:20]1[N:26]([CH:27]2[CH2:28][CH2:29][N:30]([C:33]([O:18][C@@H:12]([C:13]([O:15][CH2:16][CH3:17])=[O:14])[CH2:11][C:6]3[CH:7]=[CH:8][C:9]([Cl:10])=[C:4]([Cl:3])[CH:5]=3)=[O:34])[CH2:31][CH2:32]2)[CH2:25][CH2:24][C:23]2[CH:36]=[CH:37][CH:38]=[CH:39][C:22]=2[NH:21]1. The catalyst class is: 1. (10) Reactant: [OH:1][C:2]1[CH:9]=[C:8]([OH:10])[CH:7]=[CH:6][C:3]=1[CH:4]=[O:5].[CH3:11][O:12][CH2:13][CH2:14]O.C1(P(C2C=CC=CC=2)C2C=CC=CC=2)C=CC=CC=1.C1(C)C=CC=CC=1.N(C(OCC)=O)=NC(OCC)=O. Product: [OH:1][C:2]1[CH:9]=[C:8]([O:10][CH2:14][CH2:13][O:12][CH3:11])[CH:7]=[CH:6][C:3]=1[CH:4]=[O:5]. The catalyst class is: 11.